This data is from hERG Central: cardiac toxicity at 1µM, 10µM, and general inhibition. The task is: Predict hERG channel inhibition at various concentrations. The compound is CCN(CC)S(=O)(=O)c1ccc(C)c(NC(=O)Cn2cnc3cc([N+](=O)[O-])ccc3c2=O)c1. Results: hERG_inhib (hERG inhibition (general)): blocker.